From a dataset of Tyrosyl-DNA phosphodiesterase HTS with 341,365 compounds. Binary Classification. Given a drug SMILES string, predict its activity (active/inactive) in a high-throughput screening assay against a specified biological target. (1) The compound is O(\N=C(/N)c1nc(on1)C)C(=O)Cc1ccccc1. The result is 0 (inactive). (2) The compound is S(c1nnc(c2ccc(OC)cc2)cc1)C. The result is 0 (inactive). (3) The molecule is Clc1cc2c(cc1)cccc2. The result is 0 (inactive). (4) The compound is o1c(C(=O)N(CCN(C)C)Cc2occc2)c(NC(=O)COc2ccccc2)c2c1cccc2. The result is 0 (inactive). (5) The molecule is Clc1c(c(NC(=O)C(=O)NCCc2nc(sc2)c2ccc(cc2)C(F)(F)F)ccc1)C. The result is 0 (inactive).